This data is from Full USPTO retrosynthesis dataset with 1.9M reactions from patents (1976-2016). The task is: Predict the reactants needed to synthesize the given product. (1) Given the product [Cl:15][C:16]1[CH:17]=[CH:18][C:19]([C:22]2[N:23]([CH3:28])[C:24]([C:10](=[O:11])[CH2:9][CH:6]3[CH2:7][CH2:8]3)=[CH:25][C:26]=2[CH3:27])=[CH:20][CH:21]=1, predict the reactants needed to synthesize it. The reactants are: O=P(Cl)(Cl)Cl.[CH:6]1([CH2:9][C:10](N(C)C)=[O:11])[CH2:8][CH2:7]1.[Cl:15][C:16]1[CH:21]=[CH:20][C:19]([C:22]2[N:23]([CH3:28])[CH:24]=[CH:25][C:26]=2[CH3:27])=[CH:18][CH:17]=1.C([O-])(=O)C.[Na+]. (2) The reactants are: CC(C)([O-])C.[K+].CO[C:9](=[O:19])[CH:10]([O:12][C:13]([CH3:18])([CH3:17])[C:14](=[O:16])[CH3:15])[CH3:11]. Given the product [CH3:18][C:13]1([CH3:17])[C:14](=[O:16])[CH2:15][C:9](=[O:19])[CH:10]([CH3:11])[O:12]1, predict the reactants needed to synthesize it. (3) Given the product [CH2:1]([C:3]1[CH:4]=[CH:5][C:6]([C@H:9]2[CH2:14][C@@H:13]([C:15]([F:17])([F:16])[F:18])[N:12]3[N:19]=[CH:20][C:21]([C:22]([NH:67][CH2:66][C:60]4[CH:61]=[CH:62][C:63]([CH3:65])=[CH:64][C:59]=4[F:58])=[O:23])=[C:11]3[NH:10]2)=[CH:7][CH:8]=1)[CH3:2], predict the reactants needed to synthesize it. The reactants are: [CH2:1]([C:3]1[CH:8]=[CH:7][C:6]([C@H:9]2[CH2:14][C@@H:13]([C:15]([F:18])([F:17])[F:16])[N:12]3[N:19]=[CH:20][C:21]([C:22](O)=[O:23])=[C:11]3[NH:10]2)=[CH:5][CH:4]=1)[CH3:2].CN(C(ON1N=NC2C=CC=NC1=2)=[N+](C)C)C.F[P-](F)(F)(F)(F)F.C(N(CC)C(C)C)(C)C.[F:58][C:59]1[CH:64]=[C:63]([CH3:65])[CH:62]=[CH:61][C:60]=1[CH2:66][NH2:67]. (4) Given the product [N:34]([CH2:26][CH2:25][CH:21]1[C:19]2[NH:20][C:16]([C:13]3[CH:12]=[CH:11][CH:10]=[C:9]4[C:14]=3[N:15]=[C:6]([NH:5][C:1]([CH3:2])([CH3:3])[CH3:4])[C:7]([CH3:28])=[N:8]4)=[CH:17][C:18]=2[C:23](=[O:24])[NH:22]1)=[N+:35]=[N-:36], predict the reactants needed to synthesize it. The reactants are: [C:1]([NH:5][C:6]1[C:7]([CH3:28])=[N:8][C:9]2[C:14]([N:15]=1)=[C:13]([C:16]1[NH:20][C:19]3[CH:21]([CH2:25][CH2:26]O)[NH:22][C:23](=[O:24])[C:18]=3[CH:17]=1)[CH:12]=[CH:11][CH:10]=2)([CH3:4])([CH3:3])[CH3:2].CS(Cl)(=O)=O.[N-:34]=[N+:35]=[N-:36].[Na+]. (5) Given the product [NH2:28][C:16]1[CH:17]=[C:18]([C:21]2[CH:26]=[CH:25][CH:24]=[C:23]([F:27])[CH:22]=2)[CH:19]=[CH:20][C:15]=1[C:13]([NH:12][C@@H:7]([CH:1]1[CH2:6][CH2:5][CH2:4][CH2:3][CH2:2]1)[C:8]([O:10][CH3:11])=[O:9])=[O:14], predict the reactants needed to synthesize it. The reactants are: [CH:1]1([C@H:7]([NH:12][C:13]([C:15]2[CH:20]=[CH:19][C:18]([C:21]3[CH:26]=[CH:25][CH:24]=[C:23]([F:27])[CH:22]=3)=[CH:17][C:16]=2[N+:28]([O-])=O)=[O:14])[C:8]([O:10][CH3:11])=[O:9])[CH2:6][CH2:5][CH2:4][CH2:3][CH2:2]1. (6) Given the product [N:15]1[CH:14]=[N:13][N:11]2[CH:12]=[C:7]([C:6]3[N:5]([C:16]4[CH:17]=[C:18]([CH3:22])[CH:19]=[CH:20][CH:21]=4)[C:4](=[O:23])[N:3]([CH:45]4[CH2:55][CH2:54][C:48]5([C:52](=[O:53])[O:51][CH2:50][CH2:49]5)[CH2:47][CH2:46]4)[C:2]=3[CH3:1])[CH:8]=[CH:9][C:10]=12, predict the reactants needed to synthesize it. The reactants are: [CH3:1][C:2]1[NH:3][C:4](=[O:23])[N:5]([C:16]2[CH:17]=[C:18]([CH3:22])[CH:19]=[CH:20][CH:21]=2)[C:6]=1[C:7]1[CH:8]=[CH:9][C:10]2[N:11]([N:13]=[CH:14][N:15]=2)[CH:12]=1.CN(C)C=O.CC(C)([O-])C.[K+].C1(C)C=CC(S(O[CH:45]2[CH2:55][CH2:54][C:48]3([C:52](=[O:53])[O:51][CH2:50][CH2:49]3)[CH2:47][CH2:46]2)(=O)=O)=CC=1. (7) Given the product [CH:21]1([N:13]2[C:10]3[N:11]=[N:12][CH:7]=[CH:8][C:9]=3[C:15]3[CH:16]=[N:17][C:18]([NH2:20])=[N:19][C:14]2=3)[CH2:22][CH2:23][CH2:24][CH2:25]1, predict the reactants needed to synthesize it. The reactants are: FC(F)(F)S(O[C:7]1[N:12]=[N:11][C:10]2[N:13]([CH:21]3[CH2:25][CH2:24][CH2:23][CH2:22]3)[C:14]3[N:19]=[C:18]([NH2:20])[N:17]=[CH:16][C:15]=3[C:9]=2[CH:8]=1)(=O)=O.N#N.C(N(CC)CC)C.C([O-])(O)=O.[Na+].